From a dataset of Forward reaction prediction with 1.9M reactions from USPTO patents (1976-2016). Predict the product of the given reaction. Given the reactants Br[C:2]1[CH:3]=[C:4]([CH:21]=[CH:22][CH:23]=1)[O:5][CH2:6][C:7]1[C:12]([CH3:13])=[CH:11][CH:10]=[CH:9][C:8]=1[N:14]1[C:18](=[O:19])[N:17]([CH3:20])[N:16]=[N:15]1.[B:24]1([B:24]2[O:28][C:27]([CH3:30])([CH3:29])[C:26]([CH3:32])([CH3:31])[O:25]2)[O:28][C:27]([CH3:30])([CH3:29])[C:26]([CH3:32])([CH3:31])[O:25]1.C([O-])(=O)C.[K+].CS(C)=O, predict the reaction product. The product is: [CH3:20][N:17]1[C:18](=[O:19])[N:14]([C:8]2[CH:9]=[CH:10][CH:11]=[C:12]([CH3:13])[C:7]=2[CH2:6][O:5][C:4]2[CH:21]=[CH:22][CH:23]=[C:2]([B:24]3[O:28][C:27]([CH3:30])([CH3:29])[C:26]([CH3:32])([CH3:31])[O:25]3)[CH:3]=2)[N:15]=[N:16]1.